Dataset: Forward reaction prediction with 1.9M reactions from USPTO patents (1976-2016). Task: Predict the product of the given reaction. (1) Given the reactants Cl[C:2]1[CH:7]=[C:6]([C:8]2[S:9][CH:10]=[C:11]([NH:13][C:14]([NH:16][C:17]3[CH:22]=[CH:21][CH:20]=[C:19]([CH2:23][N:24]4[CH2:29][CH2:28][O:27][CH2:26][CH2:25]4)[N:18]=3)=[O:15])[N:12]=2)[CH:5]=[CH:4][N:3]=1.[CH3:30][CH2:31][OH:32].CC[O-].[Na+].CCO, predict the reaction product. The product is: [CH2:31]([O:32][C:2]1[CH:7]=[C:6]([C:8]2[S:9][CH:10]=[C:11]([NH:13][C:14]([NH:16][C:17]3[CH:22]=[CH:21][CH:20]=[C:19]([CH2:23][N:24]4[CH2:29][CH2:28][O:27][CH2:26][CH2:25]4)[N:18]=3)=[O:15])[N:12]=2)[CH:5]=[CH:4][N:3]=1)[CH3:30]. (2) Given the reactants [NH:1]1[CH:5]=[CH:4][CH:3]=[CH:2]1.I[C:7]1[CH:8]=[C:9]([CH3:14])[CH:10]=[C:11]([CH3:13])[CH:12]=1.[CH3:15][CH2:16][CH2:17][CH2:18][CH2:19][CH3:20].C(O[CH2:25][CH3:26])(=O)C, predict the reaction product. The product is: [CH3:13][C:11]1[CH:12]=[C:7]([C:26]2[C:25]3[NH:1][C:2]4[C:19](=[CH:20][CH:5]=[CH:4][CH:3]=4)[C:18]=3[CH:17]=[CH:16][CH:15]=2)[CH:8]=[C:9]([CH3:14])[CH:10]=1. (3) Given the reactants [Cl:1][C:2]1[CH:17]=[CH:16][C:5]([CH2:6][NH:7][C:8](=[O:15])[NH:9][O:10][CH2:11][C:12]([OH:14])=O)=[CH:4][CH:3]=1.[NH2:18][C@@H:19]([CH2:42][C:43]([NH:45][C:46]([C:59]1[CH:64]=[CH:63][CH:62]=[CH:61][CH:60]=1)([C:53]1[CH:58]=[CH:57][CH:56]=[CH:55][CH:54]=1)[C:47]1[CH:52]=[CH:51][CH:50]=[CH:49][CH:48]=1)=[O:44])[C:20]([N:22]([CH2:32][C:33]1[C:34]2[CH:41]=[CH:40][CH:39]=[CH:38][C:35]=2[S:36][CH:37]=1)[C@@H:23]([CH3:31])[CH:24]([O:28][CH2:29][CH3:30])[O:25][CH2:26][CH3:27])=[O:21], predict the reaction product. The product is: [Cl:1][C:2]1[CH:3]=[CH:4][C:5]([CH2:6][NH:7][C:8]([NH:9][O:10][CH2:11][C:12]([NH:18][C@@H:19]([CH2:42][C:43](=[O:44])[NH:45][C:46]([C:53]2[CH:54]=[CH:55][CH:56]=[CH:57][CH:58]=2)([C:47]2[CH:48]=[CH:49][CH:50]=[CH:51][CH:52]=2)[C:59]2[CH:60]=[CH:61][CH:62]=[CH:63][CH:64]=2)[C:20]([N:22]([CH2:32][C:33]2[C:34]3[CH:41]=[CH:40][CH:39]=[CH:38][C:35]=3[S:36][CH:37]=2)[C@@H:23]([CH3:31])[CH:24]([O:25][CH2:26][CH3:27])[O:28][CH2:29][CH3:30])=[O:21])=[O:14])=[O:15])=[CH:16][CH:17]=1. (4) Given the reactants [CH2:1]([O:3][C:4]([C:6]1[N:7]=[C:8]([CH3:11])[O:9][CH:10]=1)=[O:5])[CH3:2].[Br:12]N1C(=O)CCC1=O.C1C=CC(C(OOC(C2C=CC=CC=2)=O)=O)=CC=1, predict the reaction product. The product is: [CH2:1]([O:3][C:4]([C:6]1[N:7]=[C:8]([CH2:11][Br:12])[O:9][CH:10]=1)=[O:5])[CH3:2].